This data is from Catalyst prediction with 721,799 reactions and 888 catalyst types from USPTO. The task is: Predict which catalyst facilitates the given reaction. Reactant: [Si]([O:8][C@@H:9]([CH3:36])[C@@H:10]([NH:26][C:27]1[CH:34]=[CH:33][C:30]([C:31]#[N:32])=[C:29]([Cl:35])[CH:28]=1)[C:11]1[O:12][C:13]([C:16]2[CH:21]=[CH:20][C:19]([S:22]([CH3:25])(=[O:24])=[O:23])=[CH:18][CH:17]=2)=[N:14][N:15]=1)(C(C)(C)C)(C)C.CCCC[N+](CCCC)(CCCC)CCCC.[F-]. Product: [Cl:35][C:29]1[CH:28]=[C:27]([NH:26][C@@H:10]([C:11]2[O:12][C:13]([C:16]3[CH:21]=[CH:20][C:19]([S:22]([CH3:25])(=[O:24])=[O:23])=[CH:18][CH:17]=3)=[N:14][N:15]=2)[C@@H:9]([OH:8])[CH3:36])[CH:34]=[CH:33][C:30]=1[C:31]#[N:32]. The catalyst class is: 1.